Dataset: Forward reaction prediction with 1.9M reactions from USPTO patents (1976-2016). Task: Predict the product of the given reaction. (1) Given the reactants COC1C=CC([N:9]([C:14](=O)[C:15]2[CH:20]=[C:19]([CH:21]([CH3:23])[CH3:22])[C:18]([O:24][CH2:25][O:26][CH3:27])=[CH:17][C:16]=2[O:28][CH2:29][O:30][CH3:31])[NH:10][C:11]([NH2:13])=[S:12])=CC=1.[Cl-].[NH4+], predict the reaction product. The product is: [CH:21]([C:19]1[C:18]([O:24][CH2:25][O:26][CH3:27])=[CH:17][C:16]([O:28][CH2:29][O:30][CH3:31])=[C:15]([C:14]2[N:13]([C:15]3[CH:20]=[CH:19][C:18]([O:24][CH3:25])=[CH:17][CH:16]=3)[C:11](=[S:12])[NH:10][N:9]=2)[CH:20]=1)([CH3:23])[CH3:22]. (2) Given the reactants [CH3:1][C:2]1[CH:7]=[C:6]([CH3:8])[CH:5]=[CH:4][C:3]=1[N:9]1[CH2:14][CH2:13][N:12]([C:15]([C:17]2[CH:22]=[CH:21][C:20]([N:23]3[C@H:27]([CH2:28][OH:29])[CH2:26][CH2:25][S:24]3(=[O:31])=[O:30])=[CH:19][C:18]=2[S:32]([CH3:35])(=[O:34])=[O:33])=[O:16])[CH2:11][CH2:10]1.S(C1C=CC(C)=CC=1)(O[CH3:40])(=O)=O, predict the reaction product. The product is: [CH3:1][C:2]1[CH:7]=[C:6]([CH3:8])[CH:5]=[CH:4][C:3]=1[N:9]1[CH2:14][CH2:13][N:12]([C:15]([C:17]2[CH:22]=[CH:21][C:20]([N:23]3[C@H:27]([CH2:28][O:29][CH3:40])[CH2:26][CH2:25][S:24]3(=[O:30])=[O:31])=[CH:19][C:18]=2[S:32]([CH3:35])(=[O:33])=[O:34])=[O:16])[CH2:11][CH2:10]1. (3) Given the reactants [Br:1][C:2]1[CH:7]=[CH:6][C:5]([SH:8])=[CH:4][CH:3]=1.Cl[CH2:10][CH2:11][N:12]1[CH2:17][CH2:16][O:15][CH2:14][CH2:13]1.C(=O)([O-])[O-].[Cs+].[Cs+], predict the reaction product. The product is: [Br:1][C:2]1[CH:7]=[CH:6][C:5]([S:8][CH2:10][CH2:11][N:12]2[CH2:17][CH2:16][O:15][CH2:14][CH2:13]2)=[CH:4][CH:3]=1.